Task: Binary Classification. Given a T-cell receptor sequence (or CDR3 region) and an epitope sequence, predict whether binding occurs between them.. Dataset: TCR-epitope binding with 47,182 pairs between 192 epitopes and 23,139 TCRs (1) The epitope is SSTFNVPMEKLK. The TCR CDR3 sequence is CASSFLGDTYEQYF. Result: 0 (the TCR does not bind to the epitope). (2) The epitope is AVFDRKSDAK. The TCR CDR3 sequence is CASSDSIAGAYNEQFF. Result: 1 (the TCR binds to the epitope).